The task is: Regression. Given a peptide amino acid sequence and an MHC pseudo amino acid sequence, predict their binding affinity value. This is MHC class I binding data.. This data is from Peptide-MHC class I binding affinity with 185,985 pairs from IEDB/IMGT. (1) The peptide sequence is ELVFIKPPLI. The MHC is HLA-A02:01 with pseudo-sequence HLA-A02:01. The binding affinity (normalized) is 0.251. (2) The peptide sequence is EACYIYKSGK. The MHC is HLA-A03:01 with pseudo-sequence HLA-A03:01. The binding affinity (normalized) is 0.355. (3) The peptide sequence is IQCAGSEEK. The MHC is HLA-B15:01 with pseudo-sequence HLA-B15:01. The binding affinity (normalized) is 0.0847.